Dataset: Full USPTO retrosynthesis dataset with 1.9M reactions from patents (1976-2016). Task: Predict the reactants needed to synthesize the given product. (1) Given the product [NH2:1][C:2]1[C:3]2[C:10]([C:11]3[CH:16]=[CH:15][CH:14]=[C:13]([O:17][CH2:18][C:19]45[O:25][CH:22]([CH2:21][CH2:20]4)[CH2:23][CH2:24]5)[CH:12]=3)=[CH:9][N:8]([C@@H:26]3[CH2:29][C@H:28]([NH:35][C:31](=[O:33])[CH3:32])[CH2:27]3)[C:4]=2[N:5]=[CH:6][N:7]=1, predict the reactants needed to synthesize it. The reactants are: [NH2:1][C:2]1[C:3]2[C:10]([C:11]3[CH:16]=[CH:15][CH:14]=[C:13]([O:17][CH2:18][C:19]45[O:25][CH:22]([CH2:23][CH2:24]4)[CH2:21][CH2:20]5)[CH:12]=3)=[CH:9][N:8]([CH:26]3[CH2:29][CH:28](O)[CH2:27]3)[C:4]=2[N:5]=[CH:6][N:7]=1.[C:31](Cl)(=[O:33])[CH3:32].[N:35]1C=CC=CC=1. (2) Given the product [C:27]([O:26][C:25](=[O:31])[NH:24][CH:21]1[CH2:22][CH2:23][N:18]([CH2:14][C:11]2[CH:12]=[CH:13][N:9]([C:6]3[CH:7]=[CH:8][C:3]([C:2]([F:17])([F:16])[F:1])=[CH:4][CH:5]=3)[CH:10]=2)[CH2:19][CH2:20]1)([CH3:30])([CH3:28])[CH3:29], predict the reactants needed to synthesize it. The reactants are: [F:1][C:2]([F:17])([F:16])[C:3]1[CH:8]=[CH:7][C:6]([N:9]2[CH:13]=[CH:12][C:11]([CH:14]=O)=[CH:10]2)=[CH:5][CH:4]=1.[NH:18]1[CH2:23][CH2:22][CH:21]([NH:24][C:25](=[O:31])[O:26][C:27]([CH3:30])([CH3:29])[CH3:28])[CH2:20][CH2:19]1.[BH-](OC(C)=O)(OC(C)=O)OC(C)=O.[Na+].